From a dataset of NCI-60 drug combinations with 297,098 pairs across 59 cell lines. Regression. Given two drug SMILES strings and cell line genomic features, predict the synergy score measuring deviation from expected non-interaction effect. (1) Drug 1: CC1=C(C=C(C=C1)NC2=NC=CC(=N2)N(C)C3=CC4=NN(C(=C4C=C3)C)C)S(=O)(=O)N.Cl. Drug 2: CC1C(C(CC(O1)OC2CC(CC3=C2C(=C4C(=C3O)C(=O)C5=CC=CC=C5C4=O)O)(C(=O)C)O)N)O. Cell line: K-562. Synergy scores: CSS=37.6, Synergy_ZIP=2.42, Synergy_Bliss=1.97, Synergy_Loewe=3.20, Synergy_HSA=5.93. (2) Drug 1: CC12CCC3C(C1CCC2=O)CC(=C)C4=CC(=O)C=CC34C. Drug 2: CC(CN1CC(=O)NC(=O)C1)N2CC(=O)NC(=O)C2. Cell line: MCF7. Synergy scores: CSS=25.0, Synergy_ZIP=-6.38, Synergy_Bliss=-2.32, Synergy_Loewe=-6.08, Synergy_HSA=0.0828. (3) Drug 1: CC(C1=C(C=CC(=C1Cl)F)Cl)OC2=C(N=CC(=C2)C3=CN(N=C3)C4CCNCC4)N. Drug 2: CC1=C(C(=CC=C1)Cl)NC(=O)C2=CN=C(S2)NC3=CC(=NC(=N3)C)N4CCN(CC4)CCO. Cell line: SK-MEL-2. Synergy scores: CSS=2.76, Synergy_ZIP=-0.132, Synergy_Bliss=-3.48, Synergy_Loewe=-6.30, Synergy_HSA=-6.23. (4) Drug 1: CS(=O)(=O)CCNCC1=CC=C(O1)C2=CC3=C(C=C2)N=CN=C3NC4=CC(=C(C=C4)OCC5=CC(=CC=C5)F)Cl. Drug 2: C1CCC(C(C1)N)N.C(=O)(C(=O)[O-])[O-].[Pt+4]. Cell line: NCI-H322M. Synergy scores: CSS=20.0, Synergy_ZIP=-7.20, Synergy_Bliss=2.71, Synergy_Loewe=-1.20, Synergy_HSA=2.78. (5) Cell line: MDA-MB-231. Drug 2: C1CCN(CC1)CCOC2=CC=C(C=C2)C(=O)C3=C(SC4=C3C=CC(=C4)O)C5=CC=C(C=C5)O. Synergy scores: CSS=-2.14, Synergy_ZIP=3.94, Synergy_Bliss=2.46, Synergy_Loewe=1.24, Synergy_HSA=-2.17. Drug 1: CNC(=O)C1=CC=CC=C1SC2=CC3=C(C=C2)C(=NN3)C=CC4=CC=CC=N4. (6) Drug 1: CC12CCC3C(C1CCC2=O)CC(=C)C4=CC(=O)C=CC34C. Drug 2: C1C(C(OC1N2C=C(C(=O)NC2=O)F)CO)O. Cell line: 786-0. Synergy scores: CSS=47.3, Synergy_ZIP=-2.32, Synergy_Bliss=-1.80, Synergy_Loewe=-2.05, Synergy_HSA=-1.49. (7) Drug 1: C1CC(=O)NC(=O)C1N2CC3=C(C2=O)C=CC=C3N. Drug 2: CCCCC(=O)OCC(=O)C1(CC(C2=C(C1)C(=C3C(=C2O)C(=O)C4=C(C3=O)C=CC=C4OC)O)OC5CC(C(C(O5)C)O)NC(=O)C(F)(F)F)O. Cell line: SK-MEL-28. Synergy scores: CSS=2.64, Synergy_ZIP=0.496, Synergy_Bliss=2.09, Synergy_Loewe=1.15, Synergy_HSA=0.543. (8) Drug 2: C1=NC2=C(N1)C(=S)N=CN2. Drug 1: C(=O)(N)NO. Synergy scores: CSS=19.9, Synergy_ZIP=2.47, Synergy_Bliss=3.55, Synergy_Loewe=-29.2, Synergy_HSA=0.852. Cell line: MDA-MB-231. (9) Drug 1: CNC(=O)C1=NC=CC(=C1)OC2=CC=C(C=C2)NC(=O)NC3=CC(=C(C=C3)Cl)C(F)(F)F. Drug 2: CC1C(C(CC(O1)OC2CC(CC3=C2C(=C4C(=C3O)C(=O)C5=C(C4=O)C(=CC=C5)OC)O)(C(=O)CO)O)N)O.Cl. Cell line: UO-31. Synergy scores: CSS=42.4, Synergy_ZIP=-1.02, Synergy_Bliss=2.89, Synergy_Loewe=-4.90, Synergy_HSA=-0.0907. (10) Drug 1: CC12CCC3C(C1CCC2=O)CC(=C)C4=CC(=O)C=CC34C. Drug 2: CCC1(CC2CC(C3=C(CCN(C2)C1)C4=CC=CC=C4N3)(C5=C(C=C6C(=C5)C78CCN9C7C(C=CC9)(C(C(C8N6C=O)(C(=O)OC)O)OC(=O)C)CC)OC)C(=O)OC)O.OS(=O)(=O)O. Cell line: HL-60(TB). Synergy scores: CSS=65.5, Synergy_ZIP=4.07, Synergy_Bliss=4.03, Synergy_Loewe=-20.3, Synergy_HSA=2.22.